Dataset: Reaction yield outcomes from USPTO patents with 853,638 reactions. Task: Predict the reaction yield, written as a fraction of the theoretical maximum amount of product (1.0 means a 100% yield; for example, 0.34 means a 34% yield). (1) The reactants are [I:1]Cl.Cl.[N+:4]([C:7]1[CH:13]=[CH:12][C:10]([NH2:11])=[CH:9][CH:8]=1)([O-:6])=[O:5]. The catalyst is O. The product is [I:1][C:12]1[CH:13]=[C:7]([N+:4]([O-:6])=[O:5])[CH:8]=[CH:9][C:10]=1[NH2:11]. The yield is 0.940. (2) The product is [C:1]([O:5][C:6](=[O:7])[NH:8][CH:9]([CH3:13])[C:10](=[O:12])[N:42]1[CH2:47][CH2:46][S:45][CH2:44][CH2:43]1)([CH3:2])([CH3:3])[CH3:4]. The yield is 0.980. The reactants are [C:1]([O:5][C:6]([NH:8][CH:9]([CH3:13])[C:10]([OH:12])=O)=[O:7])([CH3:4])([CH3:3])[CH3:2].C1C=CC2N(O)N=NC=2C=1.CN1C(=O)CCC1.CCN=C=NCCCN(C)C.[NH:42]1[CH2:47][CH2:46][S:45][CH2:44][CH2:43]1. The catalyst is C(Cl)Cl. (3) The reactants are CCN(C(C)C)C(C)C.[CH2:10]([O:17][C:18]1[CH:33]=[CH:32][C:21]([O:22][C:23]2[CH:31]=[CH:30][C:26]([C:27](O)=[O:28])=[CH:25][CH:24]=2)=[CH:20][CH:19]=1)[C:11]1[CH:16]=[CH:15][CH:14]=[CH:13][CH:12]=1.CCN=C=NCCCN(C)C.C1C=CC2N(O)N=NC=2C=1.[NH2:55][CH2:56][C:57]([N:59]1[CH2:64][CH2:63][N:62]([C:65](=[O:76])[C:66]2[CH:71]=[CH:70][CH:69]=[CH:68][C:67]=2[C:72]([F:75])([F:74])[F:73])[CH2:61][CH2:60]1)=[O:58].C(O)(C(F)(F)F)=O. The catalyst is CN(C=O)C.O. The product is [CH2:10]([O:17][C:18]1[CH:33]=[CH:32][C:21]([O:22][C:23]2[CH:24]=[CH:25][C:26]([C:27]([NH:55][CH2:56][C:57](=[O:58])[N:59]3[CH2:60][CH2:61][N:62]([C:65](=[O:76])[C:66]4[CH:71]=[CH:70][CH:69]=[CH:68][C:67]=4[C:72]([F:75])([F:73])[F:74])[CH2:63][CH2:64]3)=[O:28])=[CH:30][CH:31]=2)=[CH:20][CH:19]=1)[C:11]1[CH:12]=[CH:13][CH:14]=[CH:15][CH:16]=1. The yield is 0.800. (4) The reactants are [C:1]([O:5][C:6](=[O:12])[NH:7][CH2:8][CH2:9][CH2:10][OH:11])([CH3:4])([CH3:3])[CH3:2].CC(OI1(OC(C)=O)(OC(C)=O)OC(=O)C2C=CC=CC1=2)=O. The catalyst is CCOCC. The product is [C:1]([O:5][C:6](=[O:12])[NH:7][CH2:8][CH2:9][CH:10]=[O:11])([CH3:4])([CH3:2])[CH3:3]. The yield is 0.910. (5) The reactants are C[O:2][C:3](=[O:18])[C:4]1[CH:9]=[C:8]([C:10]2[O:11][CH:12]=[CH:13][N:14]=2)[CH:7]=[C:6]([N+:15]([O-:17])=[O:16])[CH:5]=1.C1COCC1.O.[Li+].[OH-]. The catalyst is CO.CCOC(C)=O.Cl. The product is [N+:15]([C:6]1[CH:5]=[C:4]([CH:9]=[C:8]([C:10]2[O:11][CH:12]=[CH:13][N:14]=2)[CH:7]=1)[C:3]([OH:18])=[O:2])([O-:17])=[O:16]. The yield is 0.930.